Dataset: Catalyst prediction with 721,799 reactions and 888 catalyst types from USPTO. Task: Predict which catalyst facilitates the given reaction. Reactant: Cl[C:2]1[N:7]=[C:6]([N:8]2[CH2:13][CH2:12][O:11][CH2:10][CH2:9]2)[CH:5]=[N:4][CH:3]=1.[CH3:14][C:15]1[N:20]=[CH:19][C:18]([NH2:21])=[CH:17][C:16]=1B1OC(C)(C)C(C)(C)O1.C(Cl)Cl.C(=O)([O-])[O-].[Na+].[Na+]. Product: [CH3:14][C:15]1[N:20]=[CH:19][C:18]([NH2:21])=[CH:17][C:16]=1[C:2]1[CH:3]=[N:4][CH:5]=[C:6]([N:8]2[CH2:13][CH2:12][O:11][CH2:10][CH2:9]2)[N:7]=1. The catalyst class is: 438.